Dataset: Full USPTO retrosynthesis dataset with 1.9M reactions from patents (1976-2016). Task: Predict the reactants needed to synthesize the given product. (1) Given the product [Cl:8][C:5]1[CH:6]=[CH:7][C:2]([N:9]2[CH:13]=[CH:12][CH:11]=[N:10]2)=[CH:3][CH:4]=1, predict the reactants needed to synthesize it. The reactants are: Br[C:2]1[CH:7]=[CH:6][C:5]([Cl:8])=[CH:4][CH:3]=1.[NH:9]1[CH:13]=[CH:12][CH:11]=[N:10]1. (2) Given the product [CH:45]1[C:46]2[N:28]([C:21]3[CH:20]=[C:15]([C:16]([OH:18])([C:41]4[CH:46]=[CH:45][CH:44]=[CH:43][CH:42]=4)[C:41]4[CH:46]=[CH:45][CH:44]=[CH:43][CH:42]=4)[C:14]([N:12]4[C:11]5[CH:34]=[CH:29][CH:30]=[CH:31][C:6]=5[C:5]5[C:13]4=[CH:1][CH:2]=[CH:3][CH:4]=5)=[CH:23][C:22]=3[C:24]([C:13]3[CH:1]=[CH:2][CH:3]=[CH:4][CH:5]=3)([C:14]3[CH:23]=[CH:22][CH:21]=[CH:20][CH:15]=3)[OH:26])[C:29]3[C:30](=[CH:31][CH:32]=[CH:33][CH:34]=3)[C:41]=2[CH:42]=[CH:43][CH:44]=1, predict the reactants needed to synthesize it. The reactants are: [CH:1]1[C:13]2[N:12]([C:14]3[CH:23]=[C:22]([C:24]([O:26]C)=O)[C:21]([N:28]4C5C=CC=CC=5[C:34]5[C:29]4=[CH:30][CH:31]=[CH:32][CH:33]=5)=[CH:20][C:15]=3[C:16]([O:18]C)=O)[C:11]3[C:6](=CC=CC=3)[C:5]=2[CH:4]=[CH:3][CH:2]=1.[C:41]1([Li])[CH:46]=[CH:45][CH:44]=[CH:43][CH:42]=1. (3) Given the product [F:23][C:12]([F:11])([F:22])[C:13]1[C:21]2[CH2:20][CH2:19][CH2:18][CH2:17][C:16]=2[N:15]([C:2]2[CH:7]=[CH:6][C:5]([CH2:8][C:9]#[N:10])=[CH:4][CH:3]=2)[N:14]=1, predict the reactants needed to synthesize it. The reactants are: Br[C:2]1[CH:7]=[CH:6][C:5]([CH2:8][C:9]#[N:10])=[CH:4][CH:3]=1.[F:11][C:12]([F:23])([F:22])[C:13]1[C:21]2[CH2:20][CH2:19][CH2:18][CH2:17][C:16]=2[NH:15][N:14]=1. (4) Given the product [C:32]([O:31][C:1]([NH:5][CH2:6][CH2:7][CH2:8][CH2:9][CH2:10][N:11]1[C:15]2=[CH:16][N:17]=[C:18]3[CH:19]=[CH:20][CH:21]=[C:13]([N:14]23)[C:12]1=[O:22])=[O:28])([CH3:35])([CH3:34])[CH3:33], predict the reactants needed to synthesize it. The reactants are: [C:1]1(=[O:28])[N:5]([CH2:6][CH2:7][CH2:8][CH2:9][CH2:10][N:11]2[C:15]3=[CH:16][N:17]=[C:18]4[CH:19]=[CH:20][CH:21]=[C:13]([N:14]34)[C:12]2=[O:22])C(=O)C2=CC=CC=C12.C(OC([O:31][C:32]([CH3:35])([CH3:34])[CH3:33])=O)([O:31][C:32]([CH3:35])([CH3:34])[CH3:33])=O.C(N(CC)CC)C. (5) Given the product [NH2:15][C:3]1[C:4]([NH:13][CH3:14])=[C:5]([C:8]([O:10][CH2:11][CH3:12])=[O:9])[CH:6]=[N:7][C:2]=1[Cl:1], predict the reactants needed to synthesize it. The reactants are: [Cl:1][C:2]1[N:7]=[CH:6][C:5]([C:8]([O:10][CH2:11][CH3:12])=[O:9])=[C:4]([NH:13][CH3:14])[C:3]=1[N+:15]([O-])=O.CCCCCC. (6) Given the product [Cl:1][C:2]1[CH:7]=[CH:6][C:5]([S:8]([NH:11][C:15]2[C:16]([CH:22]=[O:23])=[N:17][CH:18]=[C:19]([Cl:21])[CH:20]=2)(=[O:10])=[O:9])=[CH:4][C:3]=1[C:24]([F:25])([F:27])[F:26], predict the reactants needed to synthesize it. The reactants are: [Cl:1][C:2]1[CH:7]=[CH:6][C:5]([S:8]([N:11]([C:15]2[C:16]([CH:22]=[O:23])=[N:17][CH:18]=[C:19]([Cl:21])[CH:20]=2)COC)(=[O:10])=[O:9])=[CH:4][C:3]=1[C:24]([F:27])([F:26])[F:25].O.Cl. (7) Given the product [CH2:29]([O:28][CH:25]1[CH2:26][CH2:27][CH:22]([C:14]23[CH2:20][CH:18]4[CH2:17][CH:16]([CH2:21][C:12]([CH:9]5[CH2:10][CH2:11][CH:6]([O:5][CH2:1][CH:2]6[O:4][CH2:3]6)[CH2:7][CH2:8]5)([CH2:19]4)[CH2:13]2)[CH2:15]3)[CH2:23][CH2:24]1)[CH:30]1[O:32][CH2:31]1, predict the reactants needed to synthesize it. The reactants are: [CH2:1]([O:5][C:6]1[CH:11]=[CH:10][C:9]([C:12]23[CH2:21][CH:16]4[CH2:17][CH:18]([CH2:20][C:14]([C:22]5[CH:27]=[CH:26][C:25]([O:28][CH2:29][CH:30]6[O:32][CH2:31]6)=[CH:24][CH:23]=5)([CH2:15]4)[CH2:13]2)[CH2:19]3)=[CH:8][CH:7]=1)[CH:2]1[O:4][CH2:3]1.[H][H].